Dataset: Catalyst prediction with 721,799 reactions and 888 catalyst types from USPTO. Task: Predict which catalyst facilitates the given reaction. (1) Reactant: ON1C2C=CC=CC=2N=N1.[CH2:11]([NH2:18])[C:12]1[CH:17]=[CH:16][CH:15]=[CH:14][CH:13]=1.CN1CCOCC1.Cl.[CH3:27][N:28]([CH3:45])[C:29]1([C:39]2[CH:44]=[CH:43][CH:42]=[CH:41][CH:40]=2)[CH2:34][CH2:33][C:32](=[CH:35][C:36](O)=[O:37])[CH2:31][CH2:30]1.C1(N=C=NC2CCCCC2)CCCCC1.[OH-].[Na+]. Product: [CH2:11]([NH:18][C:36](=[O:37])[CH:35]=[C:32]1[CH2:31][CH2:30][C:29]([N:28]([CH3:45])[CH3:27])([C:39]2[CH:40]=[CH:41][CH:42]=[CH:43][CH:44]=2)[CH2:34][CH2:33]1)[C:12]1[CH:17]=[CH:16][CH:15]=[CH:14][CH:13]=1. The catalyst class is: 35. (2) Reactant: [Br:1][C:2]1[CH:7]=[CH:6][C:5]([S:8]([CH:11]2[CH2:13][CH2:12]2)(=[O:10])=[O:9])=[CH:4][CH:3]=1.[CH3:14]N(CCN(C)C)C.[Li]CCCC.IC. Product: [Br:1][C:2]1[CH:7]=[CH:6][C:5]([S:8]([C:11]2([CH3:14])[CH2:13][CH2:12]2)(=[O:10])=[O:9])=[CH:4][CH:3]=1. The catalyst class is: 1. (3) Reactant: [Cl:1][C:2]1[CH:18]=[C:17]([N+:19]([O-])=O)[CH:16]=[CH:15][C:3]=1[O:4][C:5]1[CH:14]=[CH:13][CH:12]=[C:11]2[C:6]=1[CH:7]=[CH:8][CH:9]=[N:10]2.O.[Cl-].[Ca+2].[Cl-]. Product: [Cl:1][C:2]1[CH:18]=[C:17]([CH:16]=[CH:15][C:3]=1[O:4][C:5]1[CH:14]=[CH:13][CH:12]=[C:11]2[C:6]=1[CH:7]=[CH:8][CH:9]=[N:10]2)[NH2:19]. The catalyst class is: 8. (4) Reactant: C(O[C:4]([C@@H:6]1[CH2:11][CH2:10][C@@H:9]([NH:12][C:13]([O:15][CH2:16][C:17]2[CH:22]=[CH:21][CH:20]=[CH:19][CH:18]=2)=[O:14])[C@@H:8]([NH:23][C:24]([O:26][C:27]([CH3:30])([CH3:29])[CH3:28])=[O:25])[CH2:7]1)=[O:5])C.[OH-].[Li+].Cl.[CH3:34][NH:35][CH3:36].ON1C2C=CC=CC=2N=N1.Cl.CN(C)CCCN=C=NCC.C(N(CC)CC)C. Product: [CH2:16]([O:15][C:13](=[O:14])[NH:12][C@@H:9]1[CH2:10][CH2:11][C@@H:6]([C:4]([N:35]([CH3:36])[CH3:34])=[O:5])[CH2:7][C@@H:8]1[NH:23][C:24]([O:26][C:27]([CH3:30])([CH3:29])[CH3:28])=[O:25])[C:17]1[CH:18]=[CH:19][CH:20]=[CH:21][CH:22]=1. The catalyst class is: 30. (5) Reactant: [CH:1]1[CH:10]=[N:9][C:8]2[C:3](=[C:4]([N+:12]([O-:14])=[O:13])[CH:5]=[CH:6][C:7]=2[OH:11])[CH:2]=1.[OH:15][CH2:16][CH2:17][N:18]1[CH2:22][CH2:21][CH2:20][CH2:19]1. Product: [CH:1]1[CH:10]=[N:9][C:8]2[C:3](=[C:4]([N+:12]([O-:14])=[O:13])[CH:5]=[CH:6][C:7]=2[OH:11])[CH:2]=1.[OH:15][CH2:16][CH2:17][N:18]1[CH2:22][CH2:21][CH2:20][CH2:19]1. The catalyst class is: 1. (6) Reactant: [CH3:1][N:2]1[C:10]2[C:9](=[O:11])[NH:8][C:7](=[O:12])[NH:6][C:5]=2[N:4]=[CH:3]1.[H-].[Na+].[CH2:15](Br)[C:16]1[O:20][CH:19]=[CH:18][CH:17]=1. Product: [O:20]1[CH:19]=[CH:18][CH:17]=[C:16]1[CH2:15][N:6]1[C:5]2[N:4]=[CH:3][N:2]([CH3:1])[C:10]=2[C:9](=[O:11])[NH:8][C:7]1=[O:12]. The catalyst class is: 16. (7) Reactant: [C:1](Cl)(=O)[C:2]([Cl:4])=[O:3].[CH3:7][N:8]1[C:16]2[C:11](=[CH:12][CH:13]=[CH:14][CH:15]=2)C(C(O)=O)=[CH:9]1. Product: [CH3:9][N:8]1[C:16]2[C:15](=[CH:14][CH:13]=[CH:12][CH:11]=2)[C:1]([C:2]([Cl:4])=[O:3])=[CH:7]1. The catalyst class is: 2.